Task: Regression. Given two drug SMILES strings and cell line genomic features, predict the synergy score measuring deviation from expected non-interaction effect.. Dataset: NCI-60 drug combinations with 297,098 pairs across 59 cell lines (1) Drug 1: C1=CC=C(C(=C1)C(C2=CC=C(C=C2)Cl)C(Cl)Cl)Cl. Drug 2: CC(C)(C#N)C1=CC(=CC(=C1)CN2C=NC=N2)C(C)(C)C#N. Cell line: SK-MEL-5. Synergy scores: CSS=-2.88, Synergy_ZIP=4.24, Synergy_Bliss=4.49, Synergy_Loewe=-3.61, Synergy_HSA=-2.87. (2) Drug 1: C1CCN(CC1)CCOC2=CC=C(C=C2)C(=O)C3=C(SC4=C3C=CC(=C4)O)C5=CC=C(C=C5)O. Drug 2: CC(C1=C(C=CC(=C1Cl)F)Cl)OC2=C(N=CC(=C2)C3=CN(N=C3)C4CCNCC4)N. Cell line: PC-3. Synergy scores: CSS=3.59, Synergy_ZIP=-0.561, Synergy_Bliss=3.20, Synergy_Loewe=-0.381, Synergy_HSA=1.19. (3) Drug 1: CS(=O)(=O)C1=CC(=C(C=C1)C(=O)NC2=CC(=C(C=C2)Cl)C3=CC=CC=N3)Cl. Drug 2: C1C(C(OC1N2C=NC(=NC2=O)N)CO)O. Cell line: A549. Synergy scores: CSS=9.12, Synergy_ZIP=1.66, Synergy_Bliss=-1.37, Synergy_Loewe=-2.87, Synergy_HSA=-2.07. (4) Drug 1: CC(C1=C(C=CC(=C1Cl)F)Cl)OC2=C(N=CC(=C2)C3=CN(N=C3)C4CCNCC4)N. Drug 2: C1C(C(OC1N2C=C(C(=O)NC2=O)F)CO)O. Cell line: OVCAR-5. Synergy scores: CSS=24.0, Synergy_ZIP=1.88, Synergy_Bliss=3.47, Synergy_Loewe=3.72, Synergy_HSA=5.64.